This data is from NCI-60 drug combinations with 297,098 pairs across 59 cell lines. The task is: Regression. Given two drug SMILES strings and cell line genomic features, predict the synergy score measuring deviation from expected non-interaction effect. (1) Drug 1: CN(C)N=NC1=C(NC=N1)C(=O)N. Drug 2: CC1=C(C(=O)C2=C(C1=O)N3CC4C(C3(C2COC(=O)N)OC)N4)N. Cell line: MDA-MB-435. Synergy scores: CSS=17.7, Synergy_ZIP=-0.875, Synergy_Bliss=4.58, Synergy_Loewe=-13.6, Synergy_HSA=0.358. (2) Drug 1: C1CC2CC3=C(CC1C24CN(S(=O)(=O)N4)CC(F)(F)F)C=CC(=C3)C=CCN5CCC(CC5)C(F)(F)F. Drug 2: C1=CN(C(=O)N=C1N)C2C(C(C(O2)CO)O)(F)F. Cell line: T-47D. Synergy scores: CSS=43.1, Synergy_ZIP=-2.61, Synergy_Bliss=-2.07, Synergy_Loewe=4.16, Synergy_HSA=7.95. (3) Drug 1: COC1=NC(=NC2=C1N=CN2C3C(C(C(O3)CO)O)O)N. Drug 2: C(CCl)NC(=O)N(CCCl)N=O. Cell line: DU-145. Synergy scores: CSS=-2.47, Synergy_ZIP=2.28, Synergy_Bliss=2.73, Synergy_Loewe=-2.39, Synergy_HSA=-2.14. (4) Drug 1: C1CN1C2=NC(=NC(=N2)N3CC3)N4CC4. Drug 2: CCC1(CC2CC(C3=C(CCN(C2)C1)C4=CC=CC=C4N3)(C5=C(C=C6C(=C5)C78CCN9C7C(C=CC9)(C(C(C8N6C)(C(=O)OC)O)OC(=O)C)CC)OC)C(=O)OC)O.OS(=O)(=O)O. Cell line: NCI-H522. Synergy scores: CSS=40.5, Synergy_ZIP=-4.64, Synergy_Bliss=-0.0867, Synergy_Loewe=0.765, Synergy_HSA=0.805.